Predict which catalyst facilitates the given reaction. From a dataset of Catalyst prediction with 721,799 reactions and 888 catalyst types from USPTO. (1) Product: [CH3:1][O:2][CH2:3][C:4]([NH:55][C:53]1[S:52][C:42]2[C:43]([N:46]3[CH2:51][CH2:50][O:49][CH2:48][CH2:47]3)=[N:44][CH:45]=[C:40]([O:39][CH3:38])[C:41]=2[N:54]=1)=[O:6]. The catalyst class is: 1. Reactant: [CH3:1][O:2][CH2:3][C:4]([OH:6])=O.CN(C(ON1N=NC2C=CC=NC1=2)=[N+](C)C)C.F[P-](F)(F)(F)(F)F.CN1CCOCC1.[CH3:38][O:39][C:40]1[C:41]2[N:54]=[C:53]([NH2:55])[S:52][C:42]=2[C:43]([N:46]2[CH2:51][CH2:50][O:49][CH2:48][CH2:47]2)=[N:44][CH:45]=1. (2) Reactant: [CH2:1]([O:9][C:10]1[CH:11]=[C:12]([CH:16]2[CH2:21][CH2:20][CH2:19][NH:18][CH2:17]2)[CH:13]=[CH:14][CH:15]=1)[CH2:2][CH2:3][CH2:4][CH2:5][CH2:6][CH2:7][CH3:8].[C:22]([O:26][CH2:27][CH3:28])(=[O:25])[CH:23]=[CH2:24].C([O-])([O-])=O.[Cs+].[Cs+]. Product: [CH2:1]([O:9][C:10]1[CH:11]=[C:12]([CH:16]2[CH2:21][CH2:20][CH2:19][N:18]([CH2:24][CH2:23][C:22]([O:26][CH2:27][CH3:28])=[O:25])[CH2:17]2)[CH:13]=[CH:14][CH:15]=1)[CH2:2][CH2:3][CH2:4][CH2:5][CH2:6][CH2:7][CH3:8]. The catalyst class is: 23. (3) Reactant: [NH2:1][C:2]1[C:3]2[C:10]([C:11]3[CH:16]=[CH:15][C:14]([NH:17]C(=O)OC(C)(C)C)=[CH:13][CH:12]=3)=[CH:9][N:8]([C@H:25]3[CH2:30][CH2:29][C@H:28]([N:31]4[CH2:36][CH2:35][N:34]([CH3:37])[CH2:33][CH2:32]4)[CH2:27][CH2:26]3)[C:4]=2[N:5]=[CH:6][N:7]=1.Cl.C(O)(C(F)(F)F)=O.[OH-].[Na+]. Product: [NH2:17][C:14]1[CH:13]=[CH:12][C:11]([C:10]2[C:3]3[C:2]([NH2:1])=[N:7][CH:6]=[N:5][C:4]=3[N:8]([C@H:25]3[CH2:30][CH2:29][C@H:28]([N:31]4[CH2:32][CH2:33][N:34]([CH3:37])[CH2:35][CH2:36]4)[CH2:27][CH2:26]3)[CH:9]=2)=[CH:16][CH:15]=1. The catalyst class is: 21. (4) Reactant: [CH:1]1([C:4]2[CH:10]=[CH:9][CH:8]=[C:7]([CH3:11])[C:5]=2[O-:6])[CH2:3][CH2:2]1.[Na+].CC1CCCCC1O.[OH:21][C:22]1[CH:27]=[C:26]([Cl:28])[N:25]=[N:24][C:23]=1Cl.C1(C2C=CC=C(C)C=2O)CC1. Product: [Cl:28][C:26]1[N:25]=[N:24][C:23]([O:6][C:5]2[C:7]([CH3:11])=[CH:8][CH:9]=[CH:10][C:4]=2[CH:1]2[CH2:3][CH2:2]2)=[C:22]([OH:21])[CH:27]=1. The catalyst class is: 93. (5) Reactant: [NH:1]1[C:5]2=[N:6][CH:7]=[C:8]([CH:10]([NH:12][C:13](=[O:30])[CH2:14][O:15][C:16]3[N:21]=[C:20]4[N:22]([CH3:28])[N:23]=[C:24]([CH:25]5[CH2:27][CH2:26]5)[C:19]4=[C:18]([CH3:29])[CH:17]=3)[CH3:11])[CH:9]=[C:4]2[CH:3]=[CH:2]1.[CH3:31]I.[H-].[Na+]. Product: [CH:25]1([C:24]2[C:19]3[C:20](=[N:21][C:16]([O:15][CH2:14][C:13]([NH:12][CH:10]([C:8]4[CH:9]=[C:4]5[CH:3]=[CH:2][N:1]([CH3:31])[C:5]5=[N:6][CH:7]=4)[CH3:11])=[O:30])=[CH:17][C:18]=3[CH3:29])[N:22]([CH3:28])[N:23]=2)[CH2:27][CH2:26]1. The catalyst class is: 173. (6) Reactant: CON(C)[C:4]([C@H:6]1[CH2:11][CH2:10][N:9]([CH2:12][C:13]2[CH:18]=[CH:17][CH:16]=[CH:15][CH:14]=2)[CH2:8][C@H:7]1[C:19]1[CH:24]=[CH:23][C:22]([Cl:25])=[CH:21][CH:20]=1)=[O:5].[CH3:27][Mg]Br.C[O-].[Na+]. Product: [CH2:12]([N:9]1[CH2:10][CH2:11][C@@H:6]([C:4](=[O:5])[CH3:27])[C@H:7]([C:19]2[CH:24]=[CH:23][C:22]([Cl:25])=[CH:21][CH:20]=2)[CH2:8]1)[C:13]1[CH:18]=[CH:17][CH:16]=[CH:15][CH:14]=1. The catalyst class is: 5.